Predict which catalyst facilitates the given reaction. From a dataset of Catalyst prediction with 721,799 reactions and 888 catalyst types from USPTO. Reactant: Cl[C:2]1[CH:3]=[CH:4][C:5]2[N:6]([C:8]([C:11]([F:14])([F:13])[F:12])=[N:9][N:10]=2)[N:7]=1.[F:15][C:16]([F:28])([F:27])[O:17][C:18]1[CH:23]=[CH:22][C:21](B(O)O)=[CH:20][CH:19]=1.C([O-])([O-])=O.[Na+].[Na+].COCCOC. Product: [F:15][C:16]([F:27])([F:28])[O:17][C:18]1[CH:23]=[CH:22][C:21]([C:2]2[CH:3]=[CH:4][C:5]3[N:6]([C:8]([C:11]([F:14])([F:13])[F:12])=[N:9][N:10]=3)[N:7]=2)=[CH:20][CH:19]=1. The catalyst class is: 535.